This data is from Catalyst prediction with 721,799 reactions and 888 catalyst types from USPTO. The task is: Predict which catalyst facilitates the given reaction. (1) Reactant: O=O.C([N:10]1[CH2:14][C:13]([C:15]2[CH:20]=[CH:19][CH:18]=[CH:17][CH:16]=2)=[C:12]([C:21]([OH:23])=[O:22])[CH2:11]1)C1C=CC=CC=1.C(N(CC)CC)C.[H][H].[C:41](O[C:41]([O:43][C:44]([CH3:47])([CH3:46])[CH3:45])=[O:42])([O:43][C:44]([CH3:47])([CH3:46])[CH3:45])=[O:42]. Product: [C:44]([O:43][C:41]([N:10]1[CH2:14][C@@H:13]([C:15]2[CH:20]=[CH:19][CH:18]=[CH:17][CH:16]=2)[C@@H:12]([C:21]([OH:23])=[O:22])[CH2:11]1)=[O:42])([CH3:45])([CH3:46])[CH3:47]. The catalyst class is: 5. (2) Reactant: [F:1][C:2]([F:15])([F:14])[C:3]1[CH:12]=[C:11]2[C:6]([C:7]([SH:13])=[CH:8][CH:9]=[N:10]2)=[CH:5][CH:4]=1.[H-].[Na+].[Br:18][CH2:19][C:20]1[CH:25]=[CH:24][C:23]([CH2:26]Br)=[CH:22][CH:21]=1.O. Product: [Br:18][CH2:19][C:20]1[CH:25]=[CH:24][C:23]([CH2:26][S:13][C:7]2[C:6]3[C:11](=[CH:12][C:3]([C:2]([F:1])([F:14])[F:15])=[CH:4][CH:5]=3)[N:10]=[CH:9][CH:8]=2)=[CH:22][CH:21]=1. The catalyst class is: 3. (3) Reactant: F[C:2]1[CH:7]=[C:6]([F:8])[CH:5]=[CH:4][C:3]=1[N+:9]([O-:11])=[O:10].Cl.[CH2:13]([NH2:15])[CH3:14].C([O-])([O-])=O.[K+].[K+]. Product: [CH2:13]([NH:15][C:2]1[CH:7]=[C:6]([F:8])[CH:5]=[CH:4][C:3]=1[N+:9]([O-:11])=[O:10])[CH3:14]. The catalyst class is: 10. (4) Reactant: [CH:1]12[CH2:10][CH:5]3[CH2:6][CH:7]([CH2:9][CH:3]([CH2:4]3)[CH:2]1[NH:11][C:12](=[O:15])[CH2:13]Cl)[CH2:8]2.[C:16]([O:20][C:21]([N:23]1[CH2:28][CH2:27][NH:26][CH2:25][CH2:24]1)=[O:22])([CH3:19])([CH3:18])[CH3:17].C(N(CC)CC)C.CC#N. Product: [C:16]([O:20][C:21]([N:23]1[CH2:28][CH2:27][N:26]([CH2:13][C:12](=[O:15])[NH:11][CH:2]2[CH:3]3[CH2:9][CH:7]4[CH2:6][CH:5]([CH2:10][CH:1]2[CH2:8]4)[CH2:4]3)[CH2:25][CH2:24]1)=[O:22])([CH3:19])([CH3:17])[CH3:18]. The catalyst class is: 1. (5) The catalyst class is: 107. Reactant: [Cl:1][C:2]1[N:3]=[C:4]2[C:9](=[CH:10][CH:11]=1)[N:8]=[CH:7][C:6]([CH:12]=O)=[C:5]2[NH:14][C:15]1[CH:20]=[CH:19][C:18]([C:21]([CH3:25])([CH3:24])[C:22]#[N:23])=[CH:17][CH:16]=1.C(OP(CC([O:37][CH2:38][CH3:39])=O)(OCC)=O)C.C(=O)([O-])[O-].[K+].[K+]. Product: [Cl:1][C:2]1[N:3]=[C:4]2[C:9](=[CH:10][CH:11]=1)[N:8]=[CH:7][C:6]1[CH:12]=[CH:39][C:38](=[O:37])[N:14]([C:15]3[CH:20]=[CH:19][C:18]([C:21]([CH3:25])([CH3:24])[C:22]#[N:23])=[CH:17][CH:16]=3)[C:5]2=1. (6) Reactant: [C:1]([O:5][C:6]([NH:8][C@@H:9]1[CH2:20][C@H:12]2[CH2:13][N:14]([CH2:16][C:17](O)=[O:18])[CH2:15][C@@:11]2([C:21]([N:23]2[CH2:32][CH2:31][C:30]3[N:29]=[CH:28][C:27]([C:33]([F:36])([F:35])[F:34])=[CH:26][C:25]=3[CH2:24]2)=[O:22])[CH2:10]1)=[O:7])([CH3:4])([CH3:3])[CH3:2].[CH3:37][NH:38][CH3:39].CCN=C=NCCCN(C)C.C1C=CC2N(O)N=NC=2C=1.CCN(C(C)C)C(C)C. Product: [C:1]([O:5][C:6](=[O:7])[NH:8][C@@H:9]1[CH2:20][C@H:12]2[CH2:13][N:14]([CH2:16][C:17]([N:38]([CH3:39])[CH3:37])=[O:18])[CH2:15][C@@:11]2([C:21]([N:23]2[CH2:32][CH2:31][C:30]3[N:29]=[CH:28][C:27]([C:33]([F:36])([F:35])[F:34])=[CH:26][C:25]=3[CH2:24]2)=[O:22])[CH2:10]1)([CH3:2])([CH3:4])[CH3:3]. The catalyst class is: 3.